From a dataset of Catalyst prediction with 721,799 reactions and 888 catalyst types from USPTO. Predict which catalyst facilitates the given reaction. (1) Reactant: [F:1][C:2]1[CH:3]=[C:4]2[C:9](=[CH:10][CH:11]=1)[N:8]([CH2:12][CH2:13][N:14]1[CH2:19][CH2:18][CH:17]([NH:20]C(=O)OC(C)(C)C)[CH2:16][CH2:15]1)[C:7](=[O:28])[CH:6]=[N:5]2.FC(F)(F)C(O)=O.NC1CCN(CCN2C3C(=CC=C(F)C=3)N=CC2=O)CC1. Product: [NH2:20][CH:17]1[CH2:16][CH2:15][N:14]([CH2:13][CH2:12][N:8]2[C:9]3[C:4](=[CH:3][C:2]([F:1])=[CH:11][CH:10]=3)[N:5]=[CH:6][C:7]2=[O:28])[CH2:19][CH2:18]1. The catalyst class is: 4. (2) Reactant: [NH2:1][C:2]1[CH:3]=[C:4]([CH3:10])[C:5](=[O:9])[N:6]([CH3:8])[CH:7]=1.[Cl:11][C:12]1[CH:19]=[CH:18][C:15]([CH:16]=O)=[CH:14][CH:13]=1.CC(O)=O. Product: [Cl:11][C:12]1[CH:19]=[CH:18][C:15](/[CH:16]=[N:1]/[C:2]2[CH:3]=[C:4]([CH3:10])[C:5](=[O:9])[N:6]([CH3:8])[CH:7]=2)=[CH:14][CH:13]=1. The catalyst class is: 14.